This data is from Peptide-MHC class I binding affinity with 185,985 pairs from IEDB/IMGT. The task is: Regression. Given a peptide amino acid sequence and an MHC pseudo amino acid sequence, predict their binding affinity value. This is MHC class I binding data. (1) The peptide sequence is HLAAQGMAY. The MHC is HLA-A03:01 with pseudo-sequence HLA-A03:01. The binding affinity (normalized) is 0.781. (2) The peptide sequence is LEKWNLGII. The MHC is HLA-B18:01 with pseudo-sequence HLA-B18:01. The binding affinity (normalized) is 0.350.